Dataset: Forward reaction prediction with 1.9M reactions from USPTO patents (1976-2016). Task: Predict the product of the given reaction. (1) Given the reactants [CH2:1]([O:8][C:9]([C:11]1[N:12]([S:23]([C:26]2[CH:31]=[CH:30][C:29]([CH3:32])=[CH:28][CH:27]=2)(=[O:25])=[O:24])[CH:13]=[C:14]([C:16]2[CH:21]=[CH:20][C:19]([NH2:22])=[CH:18][CH:17]=2)[CH:15]=1)=[O:10])[C:2]1[CH:7]=[CH:6][CH:5]=[CH:4][CH:3]=1.[CH:33]([C:36]1[CH:41]=[CH:40][C:39]([N:42]=[C:43]=[O:44])=[CH:38][CH:37]=1)([CH3:35])[CH3:34], predict the reaction product. The product is: [CH2:1]([O:8][C:9]([C:11]1[N:12]([S:23]([C:26]2[CH:27]=[CH:28][C:29]([CH3:32])=[CH:30][CH:31]=2)(=[O:25])=[O:24])[CH:13]=[C:14]([C:16]2[CH:21]=[CH:20][C:19]([NH:22][C:43]([NH:42][C:39]3[CH:40]=[CH:41][C:36]([CH:33]([CH3:35])[CH3:34])=[CH:37][CH:38]=3)=[O:44])=[CH:18][CH:17]=2)[CH:15]=1)=[O:10])[C:2]1[CH:3]=[CH:4][CH:5]=[CH:6][CH:7]=1. (2) Given the reactants [CH2:1]([CH2:6][CH2:7][NH2:8])[CH2:2][CH2:3][CH2:4][NH2:5].[C:9]([O:16][CH2:17][CH3:18])(=[O:15])[C:10]([O:12]CC)=O, predict the reaction product. The product is: [CH2:17]([O:16][C:9](=[O:15])[C:10]([NH:5][CH2:4][CH2:3][CH2:2][CH2:1][CH2:6][CH2:7][NH:8][C:10](=[O:12])[C:9]([OH:16])=[O:15])=[O:12])[CH3:18]. (3) Given the reactants [CH3:1][S:2]([O:5][CH2:6][CH2:7][C:8]1[CH:13]=[CH:12][CH:11]=[C:10]([N+]([O-])=O)[CH:9]=1)(=[O:4])=[O:3].[Br:17]C1C=C(CCO)C=CC=1, predict the reaction product. The product is: [CH3:1][S:2]([O:5][CH2:6][CH2:7][C:8]1[CH:13]=[CH:12][CH:11]=[C:10]([Br:17])[CH:9]=1)(=[O:4])=[O:3]. (4) Given the reactants [NH2:1][C@@H:2]([CH2:5][CH2:6][CH:7]([C:9]1[CH:14]=[CH:13][CH:12]=[CH:11][CH:10]=1)[CH3:8])[CH2:3][OH:4].C([O-])(=O)C.[Na+].[N:20]#[C:21]Br, predict the reaction product. The product is: [C:9]1([CH:7]([CH3:8])[CH2:6][CH2:5][C@H:2]2[CH2:3][O:4][C:21]([NH2:20])=[N:1]2)[CH:10]=[CH:11][CH:12]=[CH:13][CH:14]=1.